From a dataset of Full USPTO retrosynthesis dataset with 1.9M reactions from patents (1976-2016). Predict the reactants needed to synthesize the given product. (1) Given the product [F:27][C:18]1[CH:17]=[C:16]([C:15]#[C:14][C:10]2[CH:9]=[C:8]([C:5]([CH3:7])([CH3:6])[C:4]([OH:28])=[O:3])[CH:13]=[CH:12][CH:11]=2)[CH:21]=[CH:20][C:19]=1[CH2:22][C:23]([O:25][CH3:26])=[O:24], predict the reactants needed to synthesize it. The reactants are: C([O:3][C:4](=[O:28])[C:5]([C:8]1[CH:13]=[CH:12][CH:11]=[C:10]([C:14]#[C:15][C:16]2[CH:21]=[CH:20][C:19]([CH2:22][C:23]([O:25][CH3:26])=[O:24])=[C:18]([F:27])[CH:17]=2)[CH:9]=1)([CH3:7])[CH3:6])C.[OH-].[Li+]. (2) The reactants are: [CH:1]([C:3]1[CH:4]=[C:5]([C:9]2[CH:10]=[N:11][N:12]3[C:17]([C:18]4[CH:19]=[C:20]([NH:24][C:25](=[O:30])[CH2:26][CH:27]([CH3:29])[CH3:28])[CH:21]=[CH:22][CH:23]=4)=[CH:16][CH:15]=[N:14][C:13]=23)[CH:6]=[CH:7][CH:8]=1)=O.[CH3:31][NH:32][CH3:33]. Given the product [CH3:31][N:32]([CH2:1][C:3]1[CH:4]=[C:5]([C:9]2[CH:10]=[N:11][N:12]3[C:17]([C:18]4[CH:19]=[C:20]([NH:24][C:25](=[O:30])[CH2:26][CH:27]([CH3:28])[CH3:29])[CH:21]=[CH:22][CH:23]=4)=[CH:16][CH:15]=[N:14][C:13]=23)[CH:6]=[CH:7][CH:8]=1)[CH3:33], predict the reactants needed to synthesize it. (3) Given the product [Cl:1][CH2:2][CH:3]1[O:19][C:25](=[O:26])[N:5]([C:6]2[CH:7]=[CH:8][C:9]([N:12]3[CH2:17][CH2:16][O:15][CH2:14][C:13]3=[O:18])=[CH:10][CH:11]=2)[CH2:4]1, predict the reactants needed to synthesize it. The reactants are: [Cl:1][CH2:2][CH:3]([OH:19])[CH2:4][NH:5][C:6]1[CH:11]=[CH:10][C:9]([N:12]2[CH2:17][CH2:16][O:15][CH2:14][C:13]2=[O:18])=[CH:8][CH:7]=1.C1N=CN([C:25](N2C=NC=C2)=[O:26])C=1.C(O)C.